This data is from Catalyst prediction with 721,799 reactions and 888 catalyst types from USPTO. The task is: Predict which catalyst facilitates the given reaction. (1) The catalyst class is: 81. Reactant: [CH3:1][C:2]1[N:11]([CH3:12])[C:10](=[O:13])[C:9]2[C:4](=[CH:5][CH:6]=[CH:7][CH:8]=2)[N:3]=1.[CH:14](=O)[C:15]1[CH:20]=[CH:19][CH:18]=[CH:17][CH:16]=1.N1CCCCC1. Product: [CH3:12][N:11]1[C:10](=[O:13])[C:9]2[C:4](=[CH:5][CH:6]=[CH:7][CH:8]=2)[N:3]=[C:2]1[CH:1]=[CH:14][C:15]1[CH:20]=[CH:19][CH:18]=[CH:17][CH:16]=1. (2) Reactant: [N:1]1[CH:6]=[CH:5][CH:4]=[CH:3][C:2]=1[O:7][CH2:8][C:9]1[CH:16]=[CH:15][C:12]([CH:13]=O)=[CH:11][CH:10]=1.[N+:17]([CH3:20])([O-:19])=[O:18].C([O-])(=O)C.[NH4+].C(O)(=O)C. Product: [N+:17](/[CH:20]=[CH:13]/[C:12]1[CH:15]=[CH:16][C:9]([CH2:8][O:7][C:2]2[CH:3]=[CH:4][CH:5]=[CH:6][N:1]=2)=[CH:10][CH:11]=1)([O-:19])=[O:18]. The catalyst class is: 69. (3) Reactant: O[C:2]1([CH2:15][C:16]([O:18][CH2:19][CH3:20])=[O:17])[C:10]2[C:9](=[O:11])[N:8]([CH3:12])[C:7](=[O:13])[N:6]([CH3:14])[C:5]=2[O:4][CH2:3]1. Product: [CH3:14][N:6]1[C:5]2[O:4][CH:3]=[C:2]([CH2:15][C:16]([O:18][CH2:19][CH3:20])=[O:17])[C:10]=2[C:9](=[O:11])[N:8]([CH3:12])[C:7]1=[O:13]. The catalyst class is: 15. (4) Reactant: [CH3:1][O:2][C:3]1[C:8]([C:9]([CH3:12])([CH3:11])[CH3:10])=[CH:7][C:6]([CH3:13])=[CH:5][C:4]=1Br.CCCCCC.C([Li])CCC.[CH2:26]([Si:28]([CH2:31]C)(Cl)[Cl:29])C. Product: [CH3:1][O:2][C:3]1[C:8]([C:9]([CH3:12])([CH3:11])[CH3:10])=[CH:7][C:6]([CH3:13])=[CH:5][C:4]=1[Si:28]([Cl:29])([CH3:31])[CH3:26]. The catalyst class is: 27.